The task is: Predict which catalyst facilitates the given reaction.. This data is from Catalyst prediction with 721,799 reactions and 888 catalyst types from USPTO. The catalyst class is: 4. Product: [CH3:1][S:2]([C:3]1[CH:10]=[CH:9][CH:8]=[CH:7][C:4]=1[CH:5]=[O:6])=[O:13]. Reactant: [CH3:1][S:2][C:3]1[CH:10]=[CH:9][CH:8]=[CH:7][C:4]=1[CH:5]=[O:6].C(OCC)(=[O:13])C.